From a dataset of NCI-60 drug combinations with 297,098 pairs across 59 cell lines. Regression. Given two drug SMILES strings and cell line genomic features, predict the synergy score measuring deviation from expected non-interaction effect. (1) Drug 2: CC=C1C(=O)NC(C(=O)OC2CC(=O)NC(C(=O)NC(CSSCCC=C2)C(=O)N1)C(C)C)C(C)C. Synergy scores: CSS=36.2, Synergy_ZIP=5.46, Synergy_Bliss=7.49, Synergy_Loewe=-61.2, Synergy_HSA=-0.0705. Cell line: HS 578T. Drug 1: C1CCN(CC1)CCOC2=CC=C(C=C2)C(=O)C3=C(SC4=C3C=CC(=C4)O)C5=CC=C(C=C5)O. (2) Drug 1: C1=NNC2=C1C(=O)NC=N2. Drug 2: COCCOC1=C(C=C2C(=C1)C(=NC=N2)NC3=CC=CC(=C3)C#C)OCCOC.Cl. Cell line: RPMI-8226. Synergy scores: CSS=-0.311, Synergy_ZIP=1.32, Synergy_Bliss=3.83, Synergy_Loewe=1.14, Synergy_HSA=0.121.